Dataset: Forward reaction prediction with 1.9M reactions from USPTO patents (1976-2016). Task: Predict the product of the given reaction. (1) Given the reactants [C:1]([C:5]1[CH:10]=[CH:9][CH:8]=[CH:7][C:6]=1[OH:11])([CH3:4])([CH3:3])[CH3:2].CS(C)=O.[OH-].[K+].[CH2:18](I)[CH:19]([CH3:21])[CH3:20], predict the reaction product. The product is: [C:1]([C:5]1[CH:10]=[CH:9][CH:8]=[CH:7][C:6]=1[O:11][CH2:18][CH:19]([CH3:21])[CH3:20])([CH3:4])([CH3:2])[CH3:3]. (2) Given the reactants [N+:1]([O-:4])([O-])=[O:2].[K+].[F:6][CH:7]([F:22])[C:8]1([C:15]2[CH:20]=[CH:19][CH:18]=[CH:17][C:16]=2[F:21])[CH2:13][O:12][CH2:11][C:10]([NH2:14])=[N:9]1.CC(OC)(C)C.[OH-].[Na+], predict the reaction product. The product is: [F:22][CH:7]([F:6])[C:8]1([C:15]2[C:20]([N+:1]([O-:4])=[O:2])=[CH:19][CH:18]=[CH:17][C:16]=2[F:21])[CH2:13][O:12][CH2:11][C:10]([NH2:14])=[N:9]1. (3) Given the reactants [C:1]([Cl:6])(=O)[C:2]([Cl:4])=O.[N+:7]([C:10]1[CH:11]=[C:12]([CH:16]=[CH:17][C:18]=1[CH3:19])[C:13]([OH:15])=O)([O-:9])=[O:8], predict the reaction product. The product is: [Cl:4][C:2]1[CH:19]=[C:18]([CH:17]=[CH:16][C:1]=1[Cl:6])[CH2:10][NH:7][C:13](=[O:15])[C:12]1[CH:16]=[CH:17][C:18]([CH3:19])=[C:10]([N+:7]([O-:9])=[O:8])[CH:11]=1. (4) Given the reactants [CH3:1][O:2][C:3]1[CH:8]=[CH:7][C:6]([C@@H:9]([NH:11][C@@H:12]2[C:21]3[N:20]=[CH:19][CH:18]=[CH:17][C:16]=3[CH2:15][CH2:14][CH2:13]2)[CH3:10])=[CH:5][CH:4]=1.C=O.[C:24](O)(=O)C.[BH-](OC(C)=O)(OC(C)=O)OC(C)=O.[Na+].C([O-])([O-])=O.[Na+].[Na+], predict the reaction product. The product is: [CH3:24][N:11]([C@H:9]([C:6]1[CH:5]=[CH:4][C:3]([O:2][CH3:1])=[CH:8][CH:7]=1)[CH3:10])[C@@H:12]1[C:21]2[N:20]=[CH:19][CH:18]=[CH:17][C:16]=2[CH2:15][CH2:14][CH2:13]1. (5) Given the reactants [NH2:1][C:2]1[CH:7]=[CH:6][CH:5]=[CH:4][C:3]=1[OH:8].[F:9][C:10]([F:25])([F:24])[C:11]1[CH:12]=[C:13]([C:17]2[O:21][C:20]([CH:22]=O)=[CH:19][CH:18]=2)[CH:14]=[CH:15][CH:16]=1, predict the reaction product. The product is: [F:25][C:10]([F:9])([F:24])[C:11]1[CH:12]=[C:13]([C:17]2[O:21][C:20]([CH:22]=[N:1][C:2]3[CH:7]=[CH:6][CH:5]=[CH:4][C:3]=3[OH:8])=[CH:19][CH:18]=2)[CH:14]=[CH:15][CH:16]=1. (6) Given the reactants Cl.Cl[C:3]1[N:16]2[C:7](=[N:8][C:9]3[C:14]([C:15]2=[O:17])=[C:13]([F:18])[CH:12]=[CH:11][CH:10]=3)[C:6]2[CH:19]=[CH:20][N:21](S(C3C=CC(C)=CC=3)(=O)=O)[C:5]=2[N:4]=1.[NH2:32][C:33]1[C:34]([O:47][CH3:48])=[CH:35][C:36]([CH3:46])=[C:37]([NH:39][C:40](=[O:45])[CH2:41][N:42]([CH3:44])[CH3:43])[CH:38]=1.[OH-].[NH4+:50], predict the reaction product. The product is: [CH3:43][N:42]([CH3:44])[CH2:41][C:40]([NH:39][C:37]1[C:36]([CH3:46])=[CH:35][C:34]([O:47][CH3:48])=[C:33]([NH:32][C:3]2[NH:4][C:5]3=[N:21][CH:20]=[CH:19][C:6]3=[C:7]([NH:8][C:9]3[CH:10]=[CH:11][CH:12]=[C:13]([F:18])[C:14]=3[C:15]([NH2:50])=[O:17])[N:16]=2)[CH:38]=1)=[O:45]. (7) Given the reactants NC1C=CC(OC2C=C3C(=CC=2)OC(C2C=CC=CC=2)CC3)=NC=1.[CH3:25][O:26][C:27]1[CH:28]=[C:29]([CH:33]2[CH2:42][CH2:41][C:40]3[C:35](=[CH:36][CH:37]=[C:38]([O:43][C:44]4[CH:49]=[CH:48][C:47]([N+:50]([O-])=O)=[CH:46][N:45]=4)[CH:39]=3)[O:34]2)[CH:30]=[CH:31][CH:32]=1, predict the reaction product. The product is: [CH3:25][O:26][C:27]1[CH:28]=[C:29]([CH:33]2[CH2:42][CH2:41][C:40]3[C:35](=[CH:36][CH:37]=[C:38]([O:43][C:44]4[N:45]=[CH:46][C:47]([NH2:50])=[CH:48][CH:49]=4)[CH:39]=3)[O:34]2)[CH:30]=[CH:31][CH:32]=1. (8) Given the reactants [CH3:1][N:2]1[C@@H:6]([CH2:7][C:8]2[C:12]3[CH:13]=[C:14]([CH2:17][CH2:18][S:19]([C:22]4[CH:27]=[CH:26][CH:25]=[CH:24][CH:23]=4)(=[O:21])=[O:20])[CH:15]=[CH:16][C:11]=3[NH:10][CH:9]=2)[CH2:5][CH2:4][CH2:3]1.O.[BrH:29], predict the reaction product. The product is: [CH3:1][N:2]1[C@@H:6]([CH2:7][C:8]2[C:12]3[CH:13]=[C:14]([CH2:17][CH2:18][S:19]([C:22]4[CH:23]=[CH:24][CH:25]=[CH:26][CH:27]=4)(=[O:20])=[O:21])[CH:15]=[CH:16][C:11]=3[NH:10][CH:9]=2)[CH2:5][CH2:4][CH2:3]1.[BrH:29]. (9) Given the reactants Br[C:2]1[C:11]2[C:6](=[CH:7][CH:8]=[CH:9][CH:10]=2)[C:5]([O:12][S:13]([C:16]([F:19])([F:18])[F:17])(=[O:15])=[O:14])=[C:4]([C@H:20]([O:26][C:27]([CH3:30])([CH3:29])[CH3:28])[C:21]([O:23][CH2:24][CH3:25])=[O:22])[C:3]=1[CH3:31].C([Li])(C)(C)C.C[Si]([N:41]=[C:42]=[O:43])(C)C.CC(O)=O, predict the reaction product. The product is: [C:27]([O:26][C@@H:20]([C:4]1[C:3]([CH3:31])=[C:2]([C:42](=[O:43])[NH2:41])[C:11]2[C:6](=[CH:7][CH:8]=[CH:9][CH:10]=2)[C:5]=1[O:12][S:13]([C:16]([F:19])([F:17])[F:18])(=[O:15])=[O:14])[C:21]([O:23][CH2:24][CH3:25])=[O:22])([CH3:29])([CH3:30])[CH3:28]. (10) The product is: [N:3]12[CH2:11][CH2:10][CH:7]([CH2:8][CH2:9]1)[N:6]([C:23]([C:14]1[C:15]3[CH2:22][CH2:21][CH2:20][CH2:19][CH2:18][CH2:17][C:16]=3[NH:12][N:13]=1)=[O:24])[CH2:5][CH2:4]2. Given the reactants Cl.Cl.[N:3]12[CH2:11][CH2:10][CH:7]([CH2:8][CH2:9]1)[NH:6][CH2:5][CH2:4]2.[NH:12]1[C:16]2[CH2:17][CH2:18][CH2:19][CH2:20][CH2:21][CH2:22][C:15]=2[C:14]([C:23](O)=[O:24])=[N:13]1, predict the reaction product.